Task: Predict the product of the given reaction.. Dataset: Forward reaction prediction with 1.9M reactions from USPTO patents (1976-2016) (1) The product is: [C:16]([O:15][C:13]([NH:1][C:2]1[N:3]=[C:4]([C:8]([OH:10])=[O:9])[N:5]([CH3:7])[CH:6]=1)=[O:14])([CH3:19])([CH3:18])[CH3:17]. Given the reactants [NH2:1][C:2]1[N:3]=[C:4]([C:8]([O:10]CC)=[O:9])[N:5]([CH3:7])[CH:6]=1.[C:13](O[C:13]([O:15][C:16]([CH3:19])([CH3:18])[CH3:17])=[O:14])([O:15][C:16]([CH3:19])([CH3:18])[CH3:17])=[O:14].C(OCC)C, predict the reaction product. (2) Given the reactants [Br:1][C:2]1[CH:7]=[C:6]([O:8][CH3:9])[C:5]([CH2:10][CH2:11]Br)=[CH:4][C:3]=1[O:13][CH3:14].[CH3:15][S-:16].[Na+].[I-].[K+], predict the reaction product. The product is: [Br:1][C:2]1[CH:7]=[C:6]([O:8][CH3:9])[C:5]([CH2:10][CH2:11][S:16][CH3:15])=[CH:4][C:3]=1[O:13][CH3:14].